This data is from Catalyst prediction with 721,799 reactions and 888 catalyst types from USPTO. The task is: Predict which catalyst facilitates the given reaction. (1) Reactant: N(C(OCC1C=CC=CC=1)=O)(C[C:4](O)=[O:5])C.[CH3:17][O:18][C:19](=[O:43])[C:20]1[CH:25]=[CH:24][CH:23]=[CH:22][C:21]=1[N:26]([C:28](=[O:42])[CH2:29][N:30](C(OCC1C=CC=CC=1)=O)[CH3:31])[CH3:27].[ClH:44]. Product: [ClH:44].[CH3:4][OH:5].[ClH:44].[CH3:17][O:18][C:19](=[O:43])[C:20]1[CH:25]=[CH:24][CH:23]=[CH:22][C:21]=1[N:26]([CH3:27])[C:28](=[O:42])[CH2:29][NH:30][CH3:31]. The catalyst class is: 81. (2) Reactant: Br[CH2:2][C:3]1[O:4][CH:5]=[C:6]([OH:10])[C:7](=[O:9])[CH:8]=1.[C:11]([O:15][C:16]([N:18]1[CH2:23][CH2:22][NH:21][CH2:20][CH2:19]1)=[O:17])([CH3:14])([CH3:13])[CH3:12].C(N(CC)CC)C. Product: [OH:10][C:6]1[C:7](=[O:9])[CH:8]=[C:3]([CH2:2][N:21]2[CH2:20][CH2:19][N:18]([C:16]([O:15][C:11]([CH3:14])([CH3:13])[CH3:12])=[O:17])[CH2:23][CH2:22]2)[O:4][CH:5]=1. The catalyst class is: 10. (3) Reactant: Br[CH2:2][C:3]1[CH:8]=[CH:7][C:6]([N+:9]([O-:11])=[O:10])=[CH:5][C:4]=1[CH2:12]Br.C([O-])([O-])=O.[K+].[K+].[CH3:20][C:21]1([NH2:27])[CH2:26][CH2:25][O:24][CH2:23][CH2:22]1. Product: [CH3:20][C:21]1([N:27]2[CH2:12][C:4]3[C:3](=[CH:8][CH:7]=[C:6]([N+:9]([O-:11])=[O:10])[CH:5]=3)[CH2:2]2)[CH2:26][CH2:25][O:24][CH2:23][CH2:22]1. The catalyst class is: 23.